The task is: Predict which catalyst facilitates the given reaction.. This data is from Catalyst prediction with 721,799 reactions and 888 catalyst types from USPTO. Reactant: [CH2:1]([NH:5][C:6]([C:8]1[NH:12][C:11]([C:13](OCC)=[O:14])=[N:10][CH:9]=1)=[O:7])[CH:2]([CH3:4])[CH3:3].[H-].[H-].[H-].[H-].[Li+].[Al+3]. Product: [OH:14][CH2:13][C:11]1[NH:12][C:8]([C:6]([NH:5][CH2:1][CH:2]([CH3:4])[CH3:3])=[O:7])=[CH:9][N:10]=1. The catalyst class is: 1.